From a dataset of NCI-60 drug combinations with 297,098 pairs across 59 cell lines. Regression. Given two drug SMILES strings and cell line genomic features, predict the synergy score measuring deviation from expected non-interaction effect. (1) Drug 1: C1C(C(OC1N2C=NC3=C(N=C(N=C32)Cl)N)CO)O. Drug 2: C1=NNC2=C1C(=O)NC=N2. Cell line: HCT-15. Synergy scores: CSS=52.6, Synergy_ZIP=2.89, Synergy_Bliss=3.72, Synergy_Loewe=-43.2, Synergy_HSA=1.28. (2) Drug 1: C1=CN(C(=O)N=C1N)C2C(C(C(O2)CO)O)O.Cl. Drug 2: N.N.Cl[Pt+2]Cl. Cell line: SK-MEL-5. Synergy scores: CSS=59.3, Synergy_ZIP=0.533, Synergy_Bliss=0.616, Synergy_Loewe=-0.330, Synergy_HSA=4.88. (3) Drug 1: CC=C1C(=O)NC(C(=O)OC2CC(=O)NC(C(=O)NC(CSSCCC=C2)C(=O)N1)C(C)C)C(C)C. Drug 2: COCCOC1=C(C=C2C(=C1)C(=NC=N2)NC3=CC=CC(=C3)C#C)OCCOC.Cl. Cell line: SF-539. Synergy scores: CSS=65.6, Synergy_ZIP=-1.23, Synergy_Bliss=-3.17, Synergy_Loewe=-56.4, Synergy_HSA=-0.939.